Dataset: Full USPTO retrosynthesis dataset with 1.9M reactions from patents (1976-2016). Task: Predict the reactants needed to synthesize the given product. (1) Given the product [NH2:31][C:28]1[N:27]=[CH:26][N:25]=[C:24]2[C:29]=1[NH:30][C:10]([C:9]1[CH:13]=[CH:14][C:6]([O:5][CH2:1][CH:2]([CH3:4])[CH3:3])=[C:7]([N+:15]([O-:17])=[O:16])[CH:8]=1)=[N:23]2, predict the reactants needed to synthesize it. The reactants are: [CH2:1]([O:5][C:6]1[CH:14]=[CH:13][C:9]([C:10](Cl)=O)=[CH:8][C:7]=1[N+:15]([O-:17])=[O:16])[CH:2]([CH3:4])[CH3:3].S(O)(O)(=O)=O.[NH2:23][C:24]1[C:29]([NH2:30])=[C:28]([NH2:31])[N:27]=[CH:26][N:25]=1.O. (2) Given the product [CH2:8]([C:9]1[CH:10]=[C:11]2[C:16](=[N:17][CH:18]=1)[NH:15][C:14](=[O:19])[CH2:13][CH2:12]2)[CH2:7][CH2:6][CH2:5][C:4]#[CH:3], predict the reactants needed to synthesize it. The reactants are: C[Si](C)(C)[C:3]#[C:4][CH2:5][CH2:6][CH2:7][CH2:8][C:9]1[CH:10]=[C:11]2[C:16](=[N:17][CH:18]=1)[NH:15][C:14](=[O:19])[CH2:13][CH2:12]2.[F-].C([N+](CCCC)(CCCC)CCCC)CCC.O. (3) Given the product [CH2:21]([NH:25][C:26]([N:10]1[CH2:11][CH2:12][C:13]2[C:18](=[CH:17][CH:16]=[CH:15][CH:14]=2)[C@H:9]1[C:6]1[CH:5]=[CH:4][C:3]([C:2]([F:1])([F:19])[F:20])=[CH:8][CH:7]=1)=[O:27])[CH2:22][CH2:23][CH3:24], predict the reactants needed to synthesize it. The reactants are: [F:1][C:2]([F:20])([F:19])[C:3]1[CH:8]=[CH:7][C:6]([C@@H:9]2[C:18]3[C:13](=[CH:14][CH:15]=[CH:16][CH:17]=3)[CH2:12][CH2:11][NH:10]2)=[CH:5][CH:4]=1.[CH2:21]([N:25]=[C:26]=[O:27])[CH2:22][CH2:23][CH3:24]. (4) Given the product [CH2:6]([O:8][C:9]([C:11]1[N:12]=[N:13][C:14]([Cl:18])=[CH:15][C:16]=1[N:3]([CH2:4][CH3:5])[CH2:1][CH3:2])=[O:10])[CH3:7], predict the reactants needed to synthesize it. The reactants are: [CH2:1]([NH:3][CH2:4][CH3:5])[CH3:2].[CH2:6]([O:8][C:9]([C:11]1[N:12]=[N:13][C:14]([Cl:18])=[CH:15][C:16]=1Cl)=[O:10])[CH3:7]. (5) Given the product [CH3:1][O:3][C:4]([C:6]1[S:15][C:9]2[N:10]=[CH:11][N:12]=[C:13]([Cl:14])[C:8]=2[C:7]=1[O:16][CH3:19])=[O:5], predict the reactants needed to synthesize it. The reactants are: [CH2:1]([O:3][C:4]([C:6]1[S:15][C:9]2[N:10]=[CH:11][N:12]=[C:13]([Cl:14])[C:8]=2[C:7]=1[OH:16])=[O:5])C.[H-].[Na+].[CH3:19]I.